Dataset: Reaction yield outcomes from USPTO patents with 853,638 reactions. Task: Predict the reaction yield, written as a fraction of the theoretical maximum amount of product (1.0 means a 100% yield; for example, 0.34 means a 34% yield). (1) The reactants are I[C:2]1[N:3]=[CH:4][N:5]([C:7]([C:20]2[CH:25]=[CH:24][CH:23]=[CH:22][CH:21]=2)([C:14]2[CH:19]=[CH:18][CH:17]=[CH:16][CH:15]=2)[C:8]2[CH:13]=[CH:12][CH:11]=[CH:10][CH:9]=2)[CH:6]=1.[CH:26]([C:28]1[CH:33]=[CH:32][CH:31]=[CH:30][C:29]=1B(O)O)=[O:27].[O-]P([O-])([O-])=O.[K+].[K+].[K+]. The catalyst is CN(C=O)C.O.C1C=CC([P]([Pd]([P](C2C=CC=CC=2)(C2C=CC=CC=2)C2C=CC=CC=2)([P](C2C=CC=CC=2)(C2C=CC=CC=2)C2C=CC=CC=2)[P](C2C=CC=CC=2)(C2C=CC=CC=2)C2C=CC=CC=2)(C2C=CC=CC=2)C2C=CC=CC=2)=CC=1. The product is [C:7]([N:5]1[CH:6]=[C:2]([C:29]2[CH:30]=[CH:31][CH:32]=[CH:33][C:28]=2[CH:26]=[O:27])[N:3]=[CH:4]1)([C:20]1[CH:25]=[CH:24][CH:23]=[CH:22][CH:21]=1)([C:14]1[CH:19]=[CH:18][CH:17]=[CH:16][CH:15]=1)[C:8]1[CH:13]=[CH:12][CH:11]=[CH:10][CH:9]=1. The yield is 0.720. (2) The reactants are Br[C:2]1[CH:7]=[CH:6][C:5]([C:8]([F:11])([F:10])[F:9])=[CH:4][CH:3]=1.[CH3:12][O:13][C:14]1[CH:19]=[CH:18][C:17]([N:20]2[CH2:25][CH2:24][N:23]([C:26]3[C:27]([CH3:40])=[C:28]([CH3:39])[C:29]4[O:33][C:32]([CH3:35])([CH3:34])[C:31](=[O:36])[C:30]=4[C:37]=3[CH3:38])[CH2:22][CH2:21]2)=[CH:16][CH:15]=1. The catalyst is CCCCCC. The product is [F:9][C:8]([F:11])([F:10])[C:5]1[CH:6]=[CH:7][C:2]([C:31]2([OH:36])[C:30]3[C:37]([CH3:38])=[C:26]([N:23]4[CH2:24][CH2:25][N:20]([C:17]5[CH:18]=[CH:19][C:14]([O:13][CH3:12])=[CH:15][CH:16]=5)[CH2:21][CH2:22]4)[C:27]([CH3:40])=[C:28]([CH3:39])[C:29]=3[O:33][C:32]2([CH3:34])[CH3:35])=[CH:3][CH:4]=1. The yield is 0.910. (3) The reactants are [C:1]([C:3]1[C:4]([S:19][CH:20]([C:25]2[CH:30]=[CH:29][CH:28]=[CH:27][CH:26]=2)[C:21]([O:23]C)=[O:22])=[N:5][C:6]([C:14]2[S:15][CH:16]=[CH:17][CH:18]=2)=[CH:7][C:8]=1[C:9]1[S:10][CH:11]=[CH:12][CH:13]=1)#[N:2].[OH-].[Na+]. The catalyst is C1COCC1.CO. The product is [C:1]([C:3]1[C:4]([S:19][CH:20]([C:25]2[CH:30]=[CH:29][CH:28]=[CH:27][CH:26]=2)[C:21]([OH:23])=[O:22])=[N:5][C:6]([C:14]2[S:15][CH:16]=[CH:17][CH:18]=2)=[CH:7][C:8]=1[C:9]1[S:10][CH:11]=[CH:12][CH:13]=1)#[N:2]. The yield is 0.120.